This data is from Reaction yield outcomes from USPTO patents with 853,638 reactions. The task is: Predict the reaction yield, written as a fraction of the theoretical maximum amount of product (1.0 means a 100% yield; for example, 0.34 means a 34% yield). (1) The reactants are [OH:1][CH2:2][CH:3]1[CH2:17][C:7]2[C:8]3[CH:14]=[C:13]([C:15]#[N:16])[CH:12]=[CH:11][C:9]=3[S:10][C:6]=2[CH2:5][CH2:4]1.C(O)(C(F)(F)F)=O.CC(OI1(OC(C)=O)(OC(C)=O)OC(=O)C2C=CC=CC1=2)=O.[OH-].[Na+]. The catalyst is C(Cl)Cl.CCOC(C)=O. The product is [CH:2]([CH:3]1[CH2:17][C:7]2[C:8]3[CH:14]=[C:13]([C:15]#[N:16])[CH:12]=[CH:11][C:9]=3[S:10][C:6]=2[CH2:5][CH2:4]1)=[O:1]. The yield is 0.580. (2) The reactants are [Br:1][C:2]1[CH:3]=[C:4]2[C:8](=[CH:9][C:10]=1[F:11])[NH:7][N:6]=[CH:5]2.[CH3:12]C([O-])(C)C.[K+].CI. The catalyst is CN(C=O)C. The product is [Br:1][C:2]1[CH:3]=[C:4]2[C:8](=[CH:9][C:10]=1[F:11])[N:7]([CH3:12])[N:6]=[CH:5]2. The yield is 0.420. (3) The reactants are [Li+].C[Si]([N-][Si](C)(C)C)(C)C.[CH3:11][N:12]([C:25](=[O:28])[CH2:26][CH3:27])[N:13]=[C:14]([C:20]([O:22]CC)=O)[C:15]([O:17][CH2:18][CH3:19])=[O:16]. The catalyst is C1COCC1. The product is [OH:22][C:20]1[C:14]([C:15]([O:17][CH2:18][CH3:19])=[O:16])=[N:13][N:12]([CH3:11])[C:25](=[O:28])[C:26]=1[CH3:27]. The yield is 0.610.